This data is from Full USPTO retrosynthesis dataset with 1.9M reactions from patents (1976-2016). The task is: Predict the reactants needed to synthesize the given product. (1) Given the product [ClH:26].[CH3:1][O:2][C:3]1[C:23]([O:24][CH3:25])=[CH:22][CH:21]=[CH:20][C:4]=1[C:5]([CH:7]1[CH2:8][CH2:9][NH:10][CH2:11][CH2:12]1)=[O:6], predict the reactants needed to synthesize it. The reactants are: [CH3:1][O:2][C:3]1[C:23]([O:24][CH3:25])=[CH:22][CH:21]=[CH:20][C:4]=1[C:5]([CH:7]1[CH2:12][CH2:11][N:10](C(OC(C)(C)C)=O)[CH2:9][CH2:8]1)=[O:6].[ClH:26]. (2) The reactants are: Cl.[NH2:2][C:3]1[CH:33]=[CH:32][C:6]2[NH:7][C:8]([C:13]3[C:14](=[O:31])[C@:15]([CH2:25][CH2:26][C:27]([CH3:30])([CH3:29])[CH3:28])([CH3:24])[C:16]4[C:21]([C:22]=3[OH:23])=[CH:20][CH:19]=[CH:18][CH:17]=4)=[N:9][S:10](=[O:12])(=[O:11])[C:5]=2[CH:4]=1.[S:34](Cl)([CH3:37])(=[O:36])=[O:35].N1C=CC=CC=1. Given the product [CH3:30][C:27]([CH3:28])([CH3:29])[CH2:26][CH2:25][C@@:15]1([CH3:24])[C:16]2[C:21](=[CH:20][CH:19]=[CH:18][CH:17]=2)[C:22]([OH:23])=[C:13]([C:8]2[NH:7][C:6]3[CH:32]=[CH:33][C:3]([NH:2][S:34]([CH3:37])(=[O:36])=[O:35])=[CH:4][C:5]=3[S:10](=[O:12])(=[O:11])[N:9]=2)[C:14]1=[O:31], predict the reactants needed to synthesize it. (3) Given the product [CH3:1][C:2]1[CH:3]=[C:21]([CH:7]=[CH:8][C:9]=1[C:10]([F:13])([F:12])[F:11])[C:22]([OH:17])=[O:14], predict the reactants needed to synthesize it. The reactants are: [CH3:1][C:2]1[CH:3]=C([CH:7]=[CH:8][C:9]=1[C:10]([F:13])([F:12])[F:11])C#N.[OH-:14].[Na+].Cl.[O:17]1[CH2:22][CH2:21]OCC1. (4) Given the product [CH:53]1([CH2:52][CH2:51][N:6]2[CH2:11][CH2:10][CH:9]([O:12][C:13]3[CH:18]=[CH:17][C:16]([NH:19][C:20]([N:22]4[CH2:30][C:29]5[CH:28]=[CH:27][N:26]=[CH:25][C:24]=5[CH2:23]4)=[O:21])=[CH:15][CH:14]=3)[CH2:8][CH2:7]2)[CH2:48][CH2:54]1, predict the reactants needed to synthesize it. The reactants are: C(=O)C(C)C.[NH:6]1[CH2:11][CH2:10][CH:9]([O:12][C:13]2[CH:18]=[CH:17][C:16]([NH:19][C:20]([N:22]3[CH2:30][C:29]4[CH:28]=[CH:27][N:26]=[CH:25][C:24]=4[CH2:23]3)=[O:21])=[CH:15][CH:14]=2)[CH2:8][CH2:7]1.N1CC=[C:54]([C:53]2[CH:48]=CC(NC(N3[CH2:54][C:53]4[C:48](=CC=[CH:51][CH:52]=4)C3)=O)=[CH:51][CH:52]=2)CC1.